This data is from Reaction yield outcomes from USPTO patents with 853,638 reactions. The task is: Predict the reaction yield, written as a fraction of the theoretical maximum amount of product (1.0 means a 100% yield; for example, 0.34 means a 34% yield). (1) The reactants are [Cl:1][C:2]1[C:7]2[C:8](=[O:22])[N:9]([CH2:11][C:12]3[CH:17]=[CH:16][C:15]([O:18][CH3:19])=[CH:14][C:13]=3[O:20][CH3:21])[CH2:10][C:6]=2[C:5]([F:23])=[C:4](Cl)[N:3]=1.[NH2:25][C@H:26]([CH2:30][CH:31]([CH3:33])[CH3:32])[C:27]([NH2:29])=[O:28].C(N(C)C(C)C)(C)C. The catalyst is C(#N)C.CO.C(Cl)Cl.CN(C=O)C. The product is [Cl:1][C:2]1[C:7]2[C:8](=[O:22])[N:9]([CH2:11][C:12]3[CH:17]=[CH:16][C:15]([O:18][CH3:19])=[CH:14][C:13]=3[O:20][CH3:21])[CH2:10][C:6]=2[C:5]([F:23])=[C:4]([NH:25][C@H:26]([CH2:30][CH:31]([CH3:33])[CH3:32])[C:27]([NH2:29])=[O:28])[N:3]=1. The yield is 0.330. (2) The reactants are [Cl:1][C:2]1[CH:3]=[CH:4][C:5]([N:15]2[CH:19]=[C:18]([Cl:20])[N:17]=[N:16]2)=[C:6]([C:8]2[N:13]=[CH:12][N:11]=[C:10]([OH:14])[CH:9]=2)[CH:7]=1.CN(C(ON1N=NC2C=CC=NC1=2)=[N+](C)C)C.F[P-](F)(F)(F)(F)F.C1CCN2C(=NCCC2)CC1.[CH3:56][C@@H:57]1[CH2:73][CH2:72][CH2:71][C@H:70](NC(=O)OCC2C=CC=CC=2)[C:69]2[CH:85]=[C:65]([CH:66]=[CH:67][N:68]=2)[C:64]2[N:63]([CH2:86][O:87][CH2:88][CH2:89][Si:90]([CH3:93])([CH3:92])[CH3:91])[N:62]=[CH:61][C:60]=2[NH:59][C:58]1=[O:94]. The catalyst is C(#N)C. The product is [Cl:1][C:2]1[CH:3]=[CH:4][C:5]([N:15]2[CH:19]=[C:18]([Cl:20])[N:17]=[N:16]2)=[C:6]([C:8]2[N:13]=[CH:12][N:11]([C@@H:70]3[C:69]4[CH:85]=[C:65]([CH:66]=[CH:67][N:68]=4)[C:64]4[N:63]([CH2:86][O:87][CH2:88][CH2:89][Si:90]([CH3:92])([CH3:91])[CH3:93])[N:62]=[CH:61][C:60]=4[NH:59][C:58](=[O:94])[C@H:57]([CH3:56])[CH2:73][CH2:72][CH2:71]3)[C:10](=[O:14])[CH:9]=2)[CH:7]=1. The yield is 0.490. (3) The reactants are [CH3:1][O:2][C:3](=[O:28])[NH:4][CH:5]([C:9]([N:11]1[CH2:15][CH2:14][CH2:13][CH:12]1[C:16]1[NH:17][C:18]([C:21]2[CH:26]=[CH:25][C:24](Br)=[CH:23][CH:22]=2)=[CH:19][N:20]=1)=[O:10])[CH:6]([CH3:8])[CH3:7].[CH3:29][O:30][C:31](=[O:57])[NH:32][CH:33]([C:37]([N:39]1[CH2:43][CH2:42][CH2:41][CH:40]1[C:44]1[NH:45][C:46]([C:49]2[CH:54]=[CH:53][C:52]([C:55]#[CH:56])=[CH:51][CH:50]=2)=[CH:47][N:48]=1)=[O:38])[CH:34]([CH3:36])[CH3:35].C(N(CC)CC)C.N#N. The catalyst is CN(C=O)C.C1C=CC([P]([Pd]([P](C2C=CC=CC=2)(C2C=CC=CC=2)C2C=CC=CC=2)([P](C2C=CC=CC=2)(C2C=CC=CC=2)C2C=CC=CC=2)[P](C2C=CC=CC=2)(C2C=CC=CC=2)C2C=CC=CC=2)(C2C=CC=CC=2)C2C=CC=CC=2)=CC=1.[Cu]I. The product is [CH3:1][O:2][C:3](=[O:28])[NH:4][CH:5]([C:9]([N:11]1[CH2:15][CH2:14][CH2:13][CH:12]1[C:16]1[NH:17][C:18]([C:21]2[CH:26]=[CH:25][C:24]([C:56]#[C:55][C:52]3[CH:53]=[CH:54][C:49]([C:46]4[NH:45][C:44]([CH:40]5[CH2:41][CH2:42][CH2:43][N:39]5[C:37](=[O:38])[CH:33]([NH:32][C:31]([O:30][CH3:29])=[O:57])[CH:34]([CH3:36])[CH3:35])=[N:48][CH:47]=4)=[CH:50][CH:51]=3)=[CH:23][CH:22]=2)=[CH:19][N:20]=1)=[O:10])[CH:6]([CH3:8])[CH3:7]. The yield is 0.470. (4) The reactants are [NH2:1][C:2]1[C:3]([F:23])=[CH:4][C:5]([CH3:22])=[C:6]([C:8]2[C:9](=[O:21])[N:10]([CH2:19][CH3:20])[C:11]3[C:16]([CH:17]=2)=[CH:15][N:14]=[C:13]([Cl:18])[CH:12]=3)[CH:7]=1.C([O-])(O)=O.[Na+].Cl[C:30]([O:32][C:33]([CH3:35])=[CH2:34])=[O:31]. The catalyst is CCOC(C)=O. The product is [Cl:18][C:13]1[CH:12]=[C:11]2[C:16]([CH:17]=[C:8]([C:6]3[C:5]([CH3:22])=[CH:4][C:3]([F:23])=[C:2]([NH:1][C:30](=[O:31])[O:32][C:33]([CH3:35])=[CH2:34])[CH:7]=3)[C:9](=[O:21])[N:10]2[CH2:19][CH3:20])=[CH:15][N:14]=1. The yield is 1.00. (5) The reactants are [NH2:1][C:2]1[CH:3]=[N:4][N:5]([CH:22]2[CH2:24][CH2:23]2)[C:6]=1[N:7]1[CH2:13][CH2:12][CH:11]([F:14])[CH:10]([NH:15]C(=O)C(F)(F)F)[CH2:9][CH2:8]1.C(OC([NH:32][C:33]1[S:37][C:36]([C:38]2[CH:43]=[C:42]([CH3:44])[CH:41]=[CH:40][C:39]=2[F:45])=[N:35][C:34]=1[C:46](O)=[O:47])=O)(C)(C)C. No catalyst specified. The product is [NH2:32][C:33]1[S:37][C:36]([C:38]2[CH:43]=[C:42]([CH3:44])[CH:41]=[CH:40][C:39]=2[F:45])=[N:35][C:34]=1[C:46]([NH:1][C:2]1[CH:3]=[N:4][N:5]([CH:22]2[CH2:23][CH2:24]2)[C:6]=1[N:7]1[CH2:13][CH2:12][C@H:11]([F:14])[C@@H:10]([NH2:15])[CH2:9][CH2:8]1)=[O:47]. The yield is 0.550. (6) The reactants are [CH3:1][N:2]1[CH2:15][CH2:14][C:5]2[NH:6][C:7]3[CH:8]=[CH:9][C:10]([CH3:13])=[CH:11][C:12]=3[C:4]=2[CH2:3]1.[OH-].[K+].Br[CH2:19][CH2:20][C:21]1[CH:26]=[CH:25][C:24]([O:27][CH2:28][CH3:29])=[CH:23][CH:22]=1. The catalyst is CN1CCCC1=O.O. The product is [CH2:28]([O:27][C:24]1[CH:25]=[CH:26][C:21]([CH2:20][CH2:19][N:6]2[C:7]3[CH:8]=[CH:9][C:10]([CH3:13])=[CH:11][C:12]=3[C:4]3[CH2:3][N:2]([CH3:1])[CH2:15][CH2:14][C:5]2=3)=[CH:22][CH:23]=1)[CH3:29]. The yield is 0.100.